This data is from Full USPTO retrosynthesis dataset with 1.9M reactions from patents (1976-2016). The task is: Predict the reactants needed to synthesize the given product. (1) The reactants are: [Br:1][C:2]1[CH:7]=[C:6]([F:8])[CH:5]=[CH:4][C:3]=1[OH:9].[CH2:10](Br)[C:11]1[CH:16]=[CH:15][CH:14]=[CH:13][CH:12]=1. Given the product [CH2:10]([O:9][C:3]1[CH:4]=[CH:5][C:6]([F:8])=[CH:7][C:2]=1[Br:1])[C:11]1[CH:16]=[CH:15][CH:14]=[CH:13][CH:12]=1, predict the reactants needed to synthesize it. (2) Given the product [F:69][C:67]1[CH:66]=[C:65]([F:70])[CH:64]=[C:63]2[C:68]=1[C:59]([NH:57][C:46]1[C:45]([C:42]3[CH:41]=[CH:40][C:39]([S:36]([CH3:35])(=[O:37])=[O:38])=[CH:44][CH:43]=3)=[CH:50][N:49]=[C:48]([N:51]3[CH2:56][CH2:55][O:54][CH2:53][CH2:52]3)[CH:47]=1)=[C:60]([CH3:77])[C:61]([N:71]1[CH2:75][CH2:74][CH2:73][C:72]1=[O:76])=[N:62]2, predict the reactants needed to synthesize it. The reactants are: C1(P(C2CCCCC2)C2C=CC=CC=2C2C(C(C)C)=CC(C(C)C)=CC=2C(C)C)CCCCC1.[CH3:35][S:36]([C:39]1[CH:44]=[CH:43][C:42]([C:45]2[C:46]([NH2:57])=[CH:47][C:48]([N:51]3[CH2:56][CH2:55][O:54][CH2:53][CH2:52]3)=[N:49][CH:50]=2)=[CH:41][CH:40]=1)(=[O:38])=[O:37].Cl[C:59]1[C:68]2[C:63](=[CH:64][C:65]([F:70])=[CH:66][C:67]=2[F:69])[N:62]=[C:61]([N:71]2[CH2:75][CH2:74][CH2:73][C:72]2=[O:76])[C:60]=1[CH3:77].CC(C)([O-])C.[Na+].